From a dataset of Forward reaction prediction with 1.9M reactions from USPTO patents (1976-2016). Predict the product of the given reaction. The product is: [Si:1]([O:18][CH:19]1[CH2:24][N:23]([C:48]([O:47][CH2:46][C:43]2[CH:44]=[CH:45][CH:40]=[CH:41][CH:42]=2)=[O:49])[CH:22]([C:25]2[CH:32]=[CH:31][C:28]([C:29]#[N:30])=[CH:27][CH:26]=2)[CH2:21][CH2:20]1)([C:14]([CH3:16])([CH3:15])[CH3:17])([C:8]1[CH:9]=[CH:10][CH:11]=[CH:12][CH:13]=1)[C:2]1[CH:3]=[CH:4][CH:5]=[CH:6][CH:7]=1. Given the reactants [Si:1]([O:18][CH:19]1[CH2:24][NH:23][CH:22]([C:25]2[CH:32]=[CH:31][C:28]([C:29]#[N:30])=[CH:27][CH:26]=2)[CH2:21][CH2:20]1)([C:14]([CH3:17])([CH3:16])[CH3:15])([C:8]1[CH:13]=[CH:12][CH:11]=[CH:10][CH:9]=1)[C:2]1[CH:7]=[CH:6][CH:5]=[CH:4][CH:3]=1.CCN(CC)CC.[CH:40]1[CH:45]=[CH:44][C:43]([CH2:46][O:47][C:48](Cl)=[O:49])=[CH:42][CH:41]=1, predict the reaction product.